This data is from Full USPTO retrosynthesis dataset with 1.9M reactions from patents (1976-2016). The task is: Predict the reactants needed to synthesize the given product. (1) Given the product [Br:12][C:13]1[CH:18]=[CH:17][C:16]([N:8]2[C:9]3[C:5](=[CH:4][C:3]([O:2][CH3:1])=[CH:11][CH:10]=3)[CH:6]=[CH:7]2)=[CH:15][CH:14]=1, predict the reactants needed to synthesize it. The reactants are: [CH3:1][O:2][C:3]1[CH:4]=[C:5]2[C:9](=[CH:10][CH:11]=1)[NH:8][CH:7]=[CH:6]2.[Br:12][C:13]1[CH:18]=[CH:17][C:16](F)=[CH:15][CH:14]=1.C1OCCOCCOCCOCCOCCOC1.[F-].[K+]. (2) Given the product [CH3:20][N:2]([CH2:3][C:4]([N:6]1[C:14]2[C:9](=[CH:10][C:11]([O:18][CH3:19])=[C:12]([NH2:15])[CH:13]=2)[CH2:8][CH2:7]1)=[O:5])[CH3:1], predict the reactants needed to synthesize it. The reactants are: [CH3:1][N:2]([CH3:20])[CH2:3][C:4]([N:6]1[C:14]2[C:9](=[CH:10][C:11]([O:18][CH3:19])=[C:12]([N+:15]([O-])=O)[CH:13]=2)[CH2:8][CH2:7]1)=[O:5].O.NN. (3) Given the product [CH:36]1([C:39]2[C:40]([O:49][CH2:50][CH:51]3[CH2:56][CH2:55][N:54]([CH2:57][C:58]4[CH:63]=[C:62]([F:64])[CH:61]=[CH:60][C:59]=4[NH:65][CH:66]([CH3:67])[CH3:68])[CH2:53][CH2:52]3)=[CH:41][C:42]([F:48])=[C:43]([CH:47]=2)[C:44]([NH:80][S:77]([CH:74]2[CH2:76][CH2:75]2)(=[O:79])=[O:78])=[O:45])[CH2:38][CH2:37]1, predict the reactants needed to synthesize it. The reactants are: ClC1C(F)=C(C=C(C(F)(F)F)C=1)CN1CCC(COC2C(C3CC3)=CC(C(O)=O)=C(F)C=2)(F)CC1.[CH:36]1([C:39]2[C:40]([O:49][CH2:50][CH:51]3[CH2:56][CH2:55][N:54]([CH2:57][C:58]4[CH:63]=[C:62]([F:64])[CH:61]=[CH:60][C:59]=4[NH:65][CH:66]([CH3:68])[CH3:67])[CH2:53][CH2:52]3)=[CH:41][C:42]([F:48])=[C:43]([CH:47]=2)[C:44](O)=[O:45])[CH2:38][CH2:37]1.CS(N)(=O)=O.[CH:74]1([S:77]([NH2:80])(=[O:79])=[O:78])[CH2:76][CH2:75]1. (4) Given the product [F:40][C:41]1[CH:70]=[CH:69][CH:68]=[CH:67][C:42]=1[C:43]([NH:45][C:46]1[CH:51]=[CH:50][C:49]([C:52]2[O:53][C:54]([NH:13][CH2:12][CH2:20][CH2:19][N:6]3[CH2:7][CH2:8][CH:3]([F:2])[CH2:4][CH2:5]3)=[N:55][N:56]=2)=[CH:48][CH:47]=1)=[O:44], predict the reactants needed to synthesize it. The reactants are: Cl.[F:2][CH:3]1[CH2:8][CH2:7][NH:6][CH2:5][CH2:4]1.[OH-].[Na+].O=[C:12]1[C:20]2C(=CC=C[CH:19]=2)C(=O)[N:13]1CCC=O.C(O[BH-](OC(=O)C)OC(=O)C)(=O)C.[Na+].[F:40][C:41]1[CH:70]=[CH:69][CH:68]=[CH:67][C:42]=1[C:43]([NH:45][C:46]1[CH:51]=[CH:50][C:49]([C:52]2[O:53][C:54](S(CC3C=CC=CC=3)(=O)=O)=[N:55][N:56]=2)=[CH:48][CH:47]=1)=[O:44].